Dataset: Full USPTO retrosynthesis dataset with 1.9M reactions from patents (1976-2016). Task: Predict the reactants needed to synthesize the given product. The reactants are: Br[C:2]1[N:7]2[CH:8]=[C:9]([CH2:11][N:12]([CH3:23])[CH:13]3[C:22]4[N:21]=[CH:20][CH:19]=[CH:18][C:17]=4[CH2:16][CH2:15][CH2:14]3)[N:10]=[C:6]2[CH:5]=[CH:4][CH:3]=1.[N:24]1[CH:29]=[CH:28][CH:27]=[C:26](B(O)O)[CH:25]=1. Given the product [CH3:23][N:12]([CH2:11][C:9]1[N:10]=[C:6]2[CH:5]=[CH:4][CH:3]=[C:2]([C:26]3[CH:25]=[N:24][CH:29]=[CH:28][CH:27]=3)[N:7]2[CH:8]=1)[CH:13]1[C:22]2[N:21]=[CH:20][CH:19]=[CH:18][C:17]=2[CH2:16][CH2:15][CH2:14]1, predict the reactants needed to synthesize it.